From a dataset of Forward reaction prediction with 1.9M reactions from USPTO patents (1976-2016). Predict the product of the given reaction. (1) Given the reactants [CH:1]12[NH:8][CH:5]([CH2:6][CH2:7]1)[CH2:4][C:3]([C:9]1[C:17]3[C:12](=[CH:13][CH:14]=[CH:15][CH:16]=3)[NH:11][CH:10]=1)=[CH:2]2.Cl[CH2:19][CH2:20][O:21][C:22]1[CH:30]=[CH:29][CH:28]=[C:27]2[C:23]=1[CH:24]=[CH:25][NH:26]2.C([O-])([O-])=O.[K+].[K+], predict the reaction product. The product is: [NH:26]1[C:27]2[C:23](=[C:22]([O:21][CH2:20][CH2:19][N:8]3[CH:5]4[CH2:6][CH2:7][CH:1]3[CH:2]=[C:3]([C:9]3[C:17]5[C:12](=[CH:13][CH:14]=[CH:15][CH:16]=5)[NH:11][CH:10]=3)[CH2:4]4)[CH:30]=[CH:29][CH:28]=2)[CH:24]=[CH:25]1. (2) Given the reactants C[O:2][C:3]1[CH:16]=[CH:15][C:14]2[S:13][C:12]3[C:7](=[CH:8][CH:9]=[CH:10][CH:11]=3)[NH:6][C:5]=2[CH:4]=1.[Cl-].[NH+]1C=CC=CC=1.O, predict the reaction product. The product is: [CH:4]1[C:5]2[NH:6][C:7]3[C:12](=[CH:11][CH:10]=[CH:9][CH:8]=3)[S:13][C:14]=2[CH:15]=[CH:16][C:3]=1[OH:2]. (3) Given the reactants [Cl:1][C:2]1[C:6]([Cl:7])=[C:5]([CH3:8])[NH:4][C:3]=1[C:9]([NH:11][C@@H:12]1[CH2:17][CH2:16][N:15](C(OC)=O)[CH2:14][C@@H:13]1[CH3:22])=[O:10].[OH-].[K+].O.NN.O, predict the reaction product. The product is: [Cl:1][C:2]1[C:6]([Cl:7])=[C:5]([CH3:8])[NH:4][C:3]=1[C:9]([NH:11][C@@H:12]1[CH2:17][CH2:16][NH:15][CH2:14][C@@H:13]1[CH3:22])=[O:10]. (4) Given the reactants [NH2:1][S:2]([C:5]1[CH:10]=[CH:9][C:8]([NH:11][C@H:12]([C:21](OC)=[O:22])[CH2:13][S:14][C:15]2[CH:20]=[CH:19][CH:18]=[CH:17][CH:16]=2)=[C:7]([N+:25]([O-:27])=[O:26])[CH:6]=1)(=[O:4])=[O:3].[BH4-].[Li+], predict the reaction product. The product is: [OH:22][CH2:21][CH:12]([NH:11][C:8]1[CH:9]=[CH:10][C:5]([S:2]([NH2:1])(=[O:3])=[O:4])=[CH:6][C:7]=1[N+:25]([O-:27])=[O:26])[CH2:13][S:14][C:15]1[CH:16]=[CH:17][CH:18]=[CH:19][CH:20]=1. (5) Given the reactants Cl[C:2]1[N:10]=[CH:9][N:8]=[C:7]2[C:3]=1[N:4]=[C:5]([C:11]1[CH:16]=[CH:15][C:14]([N:17]3[CH2:22][CH2:21][O:20][CH2:19][CH2:18]3)=[CH:13][CH:12]=1)[NH:6]2.O1CCOCC1.O.C([O-])([O-])=O.[K+].[K+].[CH:36]1([CH2:39][O:40][C:41]2[CH:48]=[CH:47][C:46](B3OC(C)(C)C(C)(C)O3)=[CH:45][C:42]=2[C:43]#[N:44])[CH2:38][CH2:37]1, predict the reaction product. The product is: [CH:36]1([CH2:39][O:40][C:41]2[CH:48]=[CH:47][C:46]([C:2]3[N:10]=[CH:9][N:8]=[C:7]4[C:3]=3[N:4]=[C:5]([C:11]3[CH:16]=[CH:15][C:14]([N:17]5[CH2:22][CH2:21][O:20][CH2:19][CH2:18]5)=[CH:13][CH:12]=3)[NH:6]4)=[CH:45][C:42]=2[C:43]#[N:44])[CH2:38][CH2:37]1. (6) Given the reactants [I-].[CH3:2][C:3]1[N:10]2[C:6](=[N+:7]([CH3:15])[C:8]3[CH:14]=[CH:13][CH:12]=[CH:11][C:9]=32)[S:5][CH:4]=1.[OH-:16].[Na+].O.[CH2:19](O)[C:20]1[CH:25]=[CH:24][CH:23]=[CH:22][CH:21]=1, predict the reaction product. The product is: [CH2:19]([S:5]/[CH:4]=[C:3](/[N:10]1[C:9]2[CH:11]=[CH:12][CH:13]=[CH:14][C:8]=2[N:7]([CH3:15])[C:6]1=[O:16])\[CH3:2])[C:20]1[CH:25]=[CH:24][CH:23]=[CH:22][CH:21]=1.[CH2:19]([S:5]/[CH:4]=[C:3](\[N:10]1[C:9]2[CH:11]=[CH:12][CH:13]=[CH:14][C:8]=2[N:7]([CH3:15])[C:6]1=[O:16])/[CH3:2])[C:20]1[CH:25]=[CH:24][CH:23]=[CH:22][CH:21]=1. (7) The product is: [Br:1][C:2]1[CH:3]=[C:4]([CH:33]=[C:34](/[CH:36]=[CH:37]/[CH2:38][O:39][CH3:40])[CH:35]=1)[CH2:5][N:6]([CH:30]1[CH2:32][CH2:31]1)[C:7]([C@H:9]1[C@H:14]([C:15]2[CH:20]=[CH:19][N:18]([CH3:21])[C:17](=[O:22])[CH:16]=2)[CH2:13][CH2:12][NH:11][CH2:10]1)=[O:8]. Given the reactants [Br:1][C:2]1[CH:3]=[C:4]([CH:33]=[C:34](/[CH:36]=[CH:37]/[CH2:38][O:39][CH3:40])[CH:35]=1)[CH2:5][N:6]([CH:30]1[CH2:32][CH2:31]1)[C:7]([C@H:9]1[C@H:14]([C:15]2[CH:20]=[CH:19][N:18]([CH3:21])[C:17](=[O:22])[CH:16]=2)[CH2:13][CH2:12][N:11](C(OC(C)(C)C)=O)[CH2:10]1)=[O:8].Cl, predict the reaction product. (8) Given the reactants [Li][CH3:2].[Cl:3][C:4]1[C:13]2[C:8](=[CH:9][CH:10]=[C:11]([C:14]([C:16]3[C:17]([CH3:23])=[N:18][C:19]([CH3:22])=[CH:20][CH:21]=3)=[O:15])[CH:12]=2)[N:7]=[C:6]([O:24][CH3:25])[C:5]=1[O:26][CH:27]([CH3:29])[CH3:28], predict the reaction product. The product is: [Cl:3][C:4]1[C:13]2[C:8](=[CH:9][CH:10]=[C:11]([C:14]([C:16]3[C:17]([CH3:23])=[N:18][C:19]([CH3:22])=[CH:20][CH:21]=3)([OH:15])[CH3:2])[CH:12]=2)[N:7]=[C:6]([O:24][CH3:25])[C:5]=1[O:26][CH:27]([CH3:29])[CH3:28].